This data is from Forward reaction prediction with 1.9M reactions from USPTO patents (1976-2016). The task is: Predict the product of the given reaction. Given the reactants [NH2:1][C:2]1[C:11]2[CH:10]=[CH:9][CH:8]=[C:7](Br)[C:6]=2[N:5]=[C:4]2[CH2:13][N:14]([CH2:17][CH3:18])[C:15](=[O:16])[C:3]=12.[F:19][C:20]1[C:25]([O:26][CH3:27])=[CH:24][CH:23]=[CH:22][C:21]=1B(O)O, predict the reaction product. The product is: [NH2:1][C:2]1[C:11]2[CH:10]=[CH:9][CH:8]=[C:7]([C:21]3[CH:22]=[CH:23][CH:24]=[C:25]([O:26][CH3:27])[C:20]=3[F:19])[C:6]=2[N:5]=[C:4]2[CH2:13][N:14]([CH2:17][CH3:18])[C:15](=[O:16])[C:3]=12.